From a dataset of Full USPTO retrosynthesis dataset with 1.9M reactions from patents (1976-2016). Predict the reactants needed to synthesize the given product. (1) Given the product [Cl:1][C:2]1[N:3]=[C:4]([NH:19][C:18]2[CH:20]=[CH:21][CH:22]=[C:16]([S:13]([CH3:12])(=[O:15])=[O:14])[CH:17]=2)[C:5]2[N:10]=[CH:9][S:8][C:6]=2[N:7]=1, predict the reactants needed to synthesize it. The reactants are: [Cl:1][C:2]1[N:3]=[C:4](Cl)[C:5]2[N:10]=[CH:9][S:8][C:6]=2[N:7]=1.[CH3:12][S:13]([C:16]1[CH:17]=[C:18]([CH:20]=[CH:21][CH:22]=1)[NH2:19])(=[O:15])=[O:14].CCN(C(C)C)C(C)C.O. (2) The reactants are: [Cl:1][C:2]1[CH:7]=[CH:6][C:5]([S:8]([NH:11][C:12]([C:14]2[C:23]3[CH2:22][CH2:21][CH2:20][C:19]4[CH:24]=[C:25]([Cl:28])[CH:26]=[CH:27][C:18]=4[C:17]=3[N:16]([C:29]3[CH:34]=[CH:33][C:32]([Cl:35])=[CH:31][C:30]=3[Cl:36])[N:15]=2)=O)(=[O:10])=[O:9])=[CH:4][CH:3]=1.P(Cl)(Cl)(Cl)(Cl)Cl.[CH3:43][NH2:44]. Given the product [Cl:1][C:2]1[CH:7]=[CH:6][C:5]([S:8]([N:11]=[C:12]([C:14]2[C:23]3[CH2:22][CH2:21][CH2:20][C:19]4[CH:24]=[C:25]([Cl:28])[CH:26]=[CH:27][C:18]=4[C:17]=3[N:16]([C:29]3[CH:34]=[CH:33][C:32]([Cl:35])=[CH:31][C:30]=3[Cl:36])[N:15]=2)[NH:44][CH3:43])(=[O:10])=[O:9])=[CH:4][CH:3]=1, predict the reactants needed to synthesize it. (3) Given the product [CH2:8]([O:10][C:11](=[O:28])[C:12]1[CH:17]=[CH:16][C:15]([CH2:2][CH:1]([CH3:7])[CH3:6])=[C:14]([O:26][CH3:27])[CH:13]=1)[CH3:9], predict the reactants needed to synthesize it. The reactants are: [C:1]1([CH3:7])[CH:6]=CC=C[CH:2]=1.[CH2:8]([O:10][C:11](=[O:28])[C:12]1[CH:17]=[CH:16][C:15](OS(C(F)(F)F)(=O)=O)=[C:14]([O:26][CH3:27])[CH:13]=1)[CH3:9].C(B(O)O)C(C)C.C(=O)([O-])[O-].[Cs+].[Cs+]. (4) Given the product [Si:6]([O:13][CH2:14][C:15]([N:18]1[C:22]2[N:23]=[C:24]([Cl:27])[N:25]=[CH:26][C:21]=2[C:20]([C:48]([C:47]2[CH:46]=[N:45][CH:44]=[C:43]([N:42]=[C:35]([C:36]3[CH:41]=[CH:40][CH:39]=[CH:38][CH:37]=3)[C:29]3[CH:34]=[CH:33][CH:32]=[CH:31][CH:30]=3)[CH:54]=2)=[O:49])=[CH:19]1)([CH3:17])[CH3:16])([C:9]([CH3:12])([CH3:11])[CH3:10])([CH3:8])[CH3:7], predict the reactants needed to synthesize it. The reactants are: C([Mg]Cl)(C)C.[Si:6]([O:13][CH2:14][C:15]([N:18]1[C:22]2[N:23]=[C:24]([Cl:27])[N:25]=[CH:26][C:21]=2[C:20](I)=[CH:19]1)([CH3:17])[CH3:16])([C:9]([CH3:12])([CH3:11])[CH3:10])([CH3:8])[CH3:7].[C:29]1([C:35](=[N:42][C:43]2[CH:44]=[N:45][CH:46]=[C:47]([CH:54]=2)[C:48](N(OC)C)=[O:49])[C:36]2[CH:41]=[CH:40][CH:39]=[CH:38][CH:37]=2)[CH:34]=[CH:33][CH:32]=[CH:31][CH:30]=1. (5) Given the product [Cl:26][C:11]1[S:10][C:4]2=[N:5][CH:6]=[C:7]([C:8]#[N:9])[C:2]([Cl:1])=[C:3]2[CH:12]=1, predict the reactants needed to synthesize it. The reactants are: [Cl:1][C:2]1[C:7]([C:8]#[N:9])=[CH:6][N:5]=[C:4]2[S:10][CH:11]=[CH:12][C:3]=12.[Li+].CC([N-]C(C)C)C.CN(C)S([Cl:26])(=O)=O.